This data is from Full USPTO retrosynthesis dataset with 1.9M reactions from patents (1976-2016). The task is: Predict the reactants needed to synthesize the given product. (1) The reactants are: [CH2:1]([C:4]1[C:12]2[O:11][N:10]=[C:9]([C:13]([F:16])([F:15])[F:14])[C:8]=2[CH:7]=[CH:6][C:5]=1[O:17][CH2:18][CH2:19][CH2:20][NH:21][CH2:22][CH3:23])[CH2:2][CH3:3].[CH2:24]([N:26]=[C:27]=[O:28])[CH3:25]. Given the product [CH2:24]([NH:26][C:27](=[O:28])[N:21]([CH2:22][CH3:23])[CH2:20][CH2:19][CH2:18][O:17][C:5]1[CH:6]=[CH:7][C:8]2[C:9]([C:13]([F:15])([F:14])[F:16])=[N:10][O:11][C:12]=2[C:4]=1[CH2:1][CH2:2][CH3:3])[CH3:25], predict the reactants needed to synthesize it. (2) Given the product [ClH:33].[ClH:33].[Cl:33][C:30]1[CH:31]=[CH:32][C:27]([NH:26][C:25]([C:18]2[C:19]([C:21]([F:22])([F:23])[F:24])=[N:20][C:15]([NH:14][CH:11]3[CH2:12][CH2:13][NH:8][CH2:9][CH2:10]3)=[N:16][CH:17]=2)=[O:34])=[CH:28][CH:29]=1, predict the reactants needed to synthesize it. The reactants are: C(OC([N:8]1[CH2:13][CH2:12][CH:11]([NH:14][C:15]2[N:20]=[C:19]([C:21]([F:24])([F:23])[F:22])[C:18]([C:25](=[O:34])[NH:26][C:27]3[CH:32]=[CH:31][C:30]([Cl:33])=[CH:29][CH:28]=3)=[CH:17][N:16]=2)[CH2:10][CH2:9]1)=O)(C)(C)C. (3) Given the product [F:1][CH:2]1[CH2:7][CH2:6][N:5]([C:10]2[CH:18]=[C:17]([NH2:19])[C:16]([N+:20]([O-:22])=[O:21])=[CH:15][C:11]=2[C:12]([OH:14])=[O:13])[CH2:4][CH2:3]1, predict the reactants needed to synthesize it. The reactants are: [F:1][CH:2]1[CH2:7][CH2:6][NH:5][CH2:4][CH2:3]1.Cl.F[C:10]1[CH:18]=[C:17]([NH2:19])[C:16]([N+:20]([O-:22])=[O:21])=[CH:15][C:11]=1[C:12]([OH:14])=[O:13]. (4) The reactants are: C1(C)C=CC=CC=1.[C:8]([OH:11])(=O)[CH3:9].[C:12]([C:14]1[CH:19]=[CH:18][CH:17]=[CH:16][C:15]=1[C:20]1[N:25]=[CH:24][C:23]([CH2:26][CH:27]([C:32](=O)[CH2:33][CH2:34][CH2:35][CH3:36])[C:28]([O:30][CH3:31])=[O:29])=[CH:22][CH:21]=1)#[N:13].C([O-])(=O)C.[NH4+:42]. Given the product [C:8]([NH:42]/[C:32](/[CH2:33][CH2:34][CH2:35][CH3:36])=[C:27](/[CH2:26][C:23]1[CH:24]=[N:25][C:20]([C:15]2[CH:16]=[CH:17][CH:18]=[CH:19][C:14]=2[C:12]#[N:13])=[CH:21][CH:22]=1)\[C:28]([O:30][CH3:31])=[O:29])(=[O:11])[CH3:9], predict the reactants needed to synthesize it.